This data is from Reaction yield outcomes from USPTO patents with 853,638 reactions. The task is: Predict the reaction yield, written as a fraction of the theoretical maximum amount of product (1.0 means a 100% yield; for example, 0.34 means a 34% yield). (1) The reactants are [Cl:1][C:2]1[CH:7]=[CH:6][N:5]=[C:4]2[CH:8]=[C:9]([C:11]3[S:12][C:13]([C:17](Cl)=[O:18])=[C:14]([CH3:16])[N:15]=3)[S:10][C:3]=12.[NH:20]1[CH2:25][CH2:24][O:23][CH2:22][CH2:21]1. No catalyst specified. The product is [Cl:1][C:2]1[CH:7]=[CH:6][N:5]=[C:4]2[CH:8]=[C:9]([C:11]3[S:12][C:13]([C:17]([N:20]4[CH2:25][CH2:24][O:23][CH2:22][CH2:21]4)=[O:18])=[C:14]([CH3:16])[N:15]=3)[S:10][C:3]=12. The yield is 0.820. (2) The reactants are Br[C:2]1[CH:7]=[CH:6][C:5]([OH:8])=[CH:4][C:3]=1[Cl:9].[F:10][C:11]([F:22])([F:21])[C:12]1[CH:13]=[C:14](B(O)O)[CH:15]=[CH:16][CH:17]=1.[F-].[K+]. The catalyst is O1CCOCC1. The product is [Cl:9][C:3]1[CH:4]=[C:5]([OH:8])[CH:6]=[CH:7][C:2]=1[C:16]1[CH:15]=[CH:14][CH:13]=[C:12]([C:11]([F:22])([F:21])[F:10])[CH:17]=1. The yield is 0.450. (3) The reactants are [CH3:1][C:2]1[CH:3]=[CH:4][C:5]([NH:8][C:9](=[O:19])[C:10]2[CH:15]=[CH:14][CH:13]=[CH:12][C:11]=2[N+:16]([O-])=O)=[N:6][CH:7]=1.[BH4-].[Na+]. The catalyst is C1COCC1.CO. The product is [CH3:1][C:2]1[CH:3]=[CH:4][C:5]([NH:8][C:9](=[O:19])[C:10]2[CH:15]=[CH:14][CH:13]=[CH:12][C:11]=2[NH2:16])=[N:6][CH:7]=1. The yield is 0.950.